This data is from Forward reaction prediction with 1.9M reactions from USPTO patents (1976-2016). The task is: Predict the product of the given reaction. (1) Given the reactants [Cl:1][C:2]1[CH:7]=[CH:6][N:5]=[CH:4][C:3]=1[CH:8]=O.Cl.[NH2:11][OH:12].[OH-].[Na+].Cl, predict the reaction product. The product is: [Cl:1][C:2]1[CH:7]=[CH:6][N:5]=[CH:4][C:3]=1[CH:8]=[N:11][OH:12]. (2) Given the reactants C([O:3][C:4](=[O:27])[C@@H:5]([O:25][CH3:26])[CH2:6][C:7]1[CH:12]=[CH:11][C:10]([O:13][CH2:14][CH2:15][CH2:16][O:17][C:18]2[CH:23]=[CH:22][C:21]([OH:24])=[CH:20][CH:19]=2)=[CH:9][CH:8]=1)C.[CH3:28][N:29]([CH3:38])[CH2:30][CH2:31][CH2:32]OS(C)(=O)=O, predict the reaction product. The product is: [CH3:28][N:29]([CH3:38])[CH2:30][CH2:31][CH2:32][O:24][C:21]1[CH:20]=[CH:19][C:18]([O:17][CH2:16][CH2:15][CH2:14][O:13][C:10]2[CH:9]=[CH:8][C:7]([CH2:6][C@H:5]([O:25][CH3:26])[C:4]([OH:3])=[O:27])=[CH:12][CH:11]=2)=[CH:23][CH:22]=1. (3) Given the reactants FC(F)(F)S(O[C:7]1[N:11]([CH3:12])[N:10]=[C:9]([CH3:13])[C:8]=1[CH3:14])(=O)=O.C([O-])([O-])=O.[K+].[K+].[CH3:23][O:24][C:25]1[CH:30]=[CH:29][C:28](B2OC(C)(C)C(C)(C)O2)=[CH:27][C:26]=1[CH2:40][CH2:41][N:42]([CH3:44])[CH3:43], predict the reaction product. The product is: [CH3:23][O:24][C:25]1[CH:30]=[CH:29][C:28]([C:7]2[N:11]([CH3:12])[N:10]=[C:9]([CH3:13])[C:8]=2[CH3:14])=[CH:27][C:26]=1[CH2:40][CH2:41][N:42]([CH3:44])[CH3:43]. (4) Given the reactants [NH2:1][C:2]1[O:6][N:5]=[C:4]([CH3:7])[C:3]=1[Br:8].[CH2:9]([C:17]1[CH:21]=[CH:20][S:19][C:18]=1[S:22](Cl)(=[O:24])=[O:23])[CH2:10][C:11]1[CH:16]=[CH:15][CH:14]=[CH:13][CH:12]=1, predict the reaction product. The product is: [Br:8][C:3]1[C:4]([CH3:7])=[N:5][O:6][C:2]=1[NH:1][S:22]([C:18]1[S:19][CH:20]=[CH:21][C:17]=1[CH2:9][CH2:10][C:11]1[CH:12]=[CH:13][CH:14]=[CH:15][CH:16]=1)(=[O:23])=[O:24]. (5) Given the reactants [CH2:1]([C:8]1([N:18]([CH3:20])[CH3:19])[CH2:13][CH2:12][CH:11]([NH:14][CH2:15][CH2:16][CH3:17])[CH2:10][CH2:9]1)[C:2]1[CH:7]=[CH:6][CH:5]=[CH:4][CH:3]=1.[C:21]([Cl:29])(=[O:28])[C:22]1[CH:27]=[CH:26][CH:25]=[CH:24][CH:23]=1.[OH-].[K+].Cl[Si](C)(C)C, predict the reaction product. The product is: [ClH:29].[CH2:1]([C:8]1([N:18]([CH3:20])[CH3:19])[CH2:13][CH2:12][CH:11]([N:14]([CH2:15][CH2:16][CH3:17])[C:21](=[O:28])[C:22]2[CH:27]=[CH:26][CH:25]=[CH:24][CH:23]=2)[CH2:10][CH2:9]1)[C:2]1[CH:7]=[CH:6][CH:5]=[CH:4][CH:3]=1.